From a dataset of Catalyst prediction with 721,799 reactions and 888 catalyst types from USPTO. Predict which catalyst facilitates the given reaction. (1) Reactant: [Cl:1][C:2]1[CH:3]=[C:4]([CH2:9][C:10]([O:12][CH2:13][CH3:14])=[O:11])[CH:5]=[CH:6][C:7]=1[OH:8].[Br:15]Br. Product: [Br:15][C:6]1[CH:5]=[C:4]([CH2:9][C:10]([O:12][CH2:13][CH3:14])=[O:11])[CH:3]=[C:2]([Cl:1])[C:7]=1[OH:8]. The catalyst class is: 53. (2) Reactant: Br[C:2]1[CH:3]=[C:4]([CH:21]=[CH:22][CH:23]=1)[O:5][C:6]1[CH:20]=[CH:19][C:9]2[N:10]3[CH2:18][CH2:17][CH2:16][C:11]3=[N:12][S:13](=[O:15])(=[O:14])[C:8]=2[CH:7]=1.C([Sn](CCCC)(CCCC)[C:29]1[O:30][CH:31]=[CH:32][CH:33]=1)CCC. Product: [O:30]1[CH:31]=[CH:32][CH:33]=[C:29]1[C:2]1[CH:3]=[C:4]([CH:21]=[CH:22][CH:23]=1)[O:5][C:6]1[CH:20]=[CH:19][C:9]2[N:10]3[CH2:18][CH2:17][CH2:16][C:11]3=[N:12][S:13](=[O:15])(=[O:14])[C:8]=2[CH:7]=1. The catalyst class is: 11. (3) Reactant: [CH:1]([N:4]1[C:13]2[C:8](=[CH:9][C:10]([O:14][CH2:15][C:16]#[CH:17])=[CH:11][CH:12]=2)[C:7]([C:18]2[CH:23]=[CH:22][C:21]([CH:24]([CH3:26])[CH3:25])=[CH:20][CH:19]=2)=[N:6][C:5]1=O)([CH3:3])[CH3:2].COC1C=CC(P2(SP(C3C=CC(OC)=CC=3)(=S)S2)=[S:37])=CC=1. Product: [CH:1]([N:4]1[C:13]2[C:8](=[CH:9][C:10]([O:14][CH2:15][C:16]#[CH:17])=[CH:11][CH:12]=2)[C:7]([C:18]2[CH:23]=[CH:22][C:21]([CH:24]([CH3:26])[CH3:25])=[CH:20][CH:19]=2)=[N:6][C:5]1=[S:37])([CH3:3])[CH3:2]. The catalyst class is: 48.